Dataset: Forward reaction prediction with 1.9M reactions from USPTO patents (1976-2016). Task: Predict the product of the given reaction. (1) Given the reactants [Br:1][C:2]1[S:6][C:5]([C:7](O)=O)=[CH:4][C:3]=1[CH3:10].[C:11](Cl)(=[O:15])[C:12](Cl)=O.C(N(CC)CC)C.C[Si](C=[N+]=[N-])(C)C.[CH3:31][CH2:32][CH2:33][CH2:34][CH2:35]C.CN(C)[CH:39]=[O:40], predict the reaction product. The product is: [Br:1][C:2]1[S:6][C:5]([CH2:7][C:39]([O:15][CH2:11][C:12]2[CH:35]=[CH:34][CH:33]=[CH:32][CH:31]=2)=[O:40])=[CH:4][C:3]=1[CH3:10]. (2) The product is: [Cl:1][CH2:2][C:3]([C:5]1[CH:6]=[C:7]2[C:11](=[CH:12][CH:13]=1)[NH:10][C:9](=[O:14])/[C:8]/2=[CH:29]\[C:26]1[NH:25][C:24]([CH3:31])=[C:23]([C:21]([NH:20][CH2:19][CH2:18][N:17]([CH2:32][CH3:33])[CH2:15][CH3:16])=[O:22])[C:27]=1[CH3:28])=[O:4]. Given the reactants [Cl:1][CH2:2][C:3]([C:5]1[CH:6]=[C:7]2[C:11](=[CH:12][CH:13]=1)[NH:10][C:9](=[O:14])[CH2:8]2)=[O:4].[CH2:15]([N:17]([CH2:32][CH3:33])[CH2:18][CH2:19][NH:20][C:21]([C:23]1[C:27]([CH3:28])=[C:26]([CH:29]=O)[NH:25][C:24]=1[CH3:31])=[O:22])[CH3:16].N1CCCCC1, predict the reaction product. (3) Given the reactants [O:1]1C=C[CH:3]=[C:2]1P(C1OC=CC=1)C1OC=CC=1.COC1C=CC(CNC([CH2:27][C:28]2[C:29]([NH2:36])=[N:30][C:31]([S:34][CH3:35])=[N:32][CH:33]=2)=O)=CC=1.[O:39]1CCCC1, predict the reaction product. The product is: [NH2:36][C:29]1[C:28]([C:27]([O:1][CH2:2][CH3:3])=[O:39])=[CH:33][N:32]=[C:31]([S:34][CH3:35])[N:30]=1.